Predict the product of the given reaction. From a dataset of Forward reaction prediction with 1.9M reactions from USPTO patents (1976-2016). (1) Given the reactants [C:1]([C:3]1[CH:4]=[C:5]([CH:7]=[CH:8][CH:9]=1)[NH2:6])#[CH:2].Cl[CH2:11][CH2:12][C:13]([C:15]1[CH:20]=[CH:19][C:18]([F:21])=[CH:17][CH:16]=1)=[O:14].C(N(CC)CC)C, predict the reaction product. The product is: [F:21][C:18]1[CH:17]=[CH:16][C:15]([C:13]([CH2:12][CH2:11][NH:6][C:5]2[CH:7]=[CH:8][CH:9]=[C:3]([C:1]#[CH:2])[CH:4]=2)=[O:14])=[CH:20][CH:19]=1. (2) Given the reactants [SH:1][CH2:2][CH2:3][CH2:4][CH2:5][CH2:6][CH2:7][CH2:8][CH2:9][CH2:10][CH2:11][CH2:12][O:13][CH2:14][CH2:15][O:16][CH2:17][CH2:18][O:19][CH2:20][CH2:21][O:22][CH2:23][CH2:24][O:25][CH2:26][CH2:27][O:28][CH2:29][CH2:30][OH:31].[C:32]1([C:38](Cl)([C:45]2[CH:50]=[CH:49][CH:48]=[CH:47][CH:46]=2)[C:39]2[CH:44]=[CH:43][CH:42]=[CH:41][CH:40]=2)[CH:37]=[CH:36][CH:35]=[CH:34][CH:33]=1, predict the reaction product. The product is: [C:38]([S:1][CH2:2][CH2:3][CH2:4][CH2:5][CH2:6][CH2:7][CH2:8][CH2:9][CH2:10][CH2:11][CH2:12][O:13][CH2:14][CH2:15][O:16][CH2:17][CH2:18][O:19][CH2:20][CH2:21][O:22][CH2:23][CH2:24][O:25][CH2:26][CH2:27][O:28][CH2:29][CH2:30][OH:31])([C:32]1[CH:37]=[CH:36][CH:35]=[CH:34][CH:33]=1)([C:45]1[CH:46]=[CH:47][CH:48]=[CH:49][CH:50]=1)[C:39]1[CH:40]=[CH:41][CH:42]=[CH:43][CH:44]=1. (3) Given the reactants [C:1]([C:7]1[CH:8]=[C:9]([CH:12]=[CH:13][CH:14]=1)[CH2:10][OH:11])(=[O:6])[C:2]([CH3:5])([CH3:4])[CH3:3].[OH-].[K+].[O-:17][Mn](=O)(=O)=O.[K+], predict the reaction product. The product is: [C:1]([C:7]1[CH:8]=[C:9]([CH:12]=[CH:13][CH:14]=1)[C:10]([OH:17])=[O:11])(=[O:6])[C:2]([CH3:5])([CH3:4])[CH3:3]. (4) The product is: [Cl:32][C:29]1[CH:30]=[CH:31][C:26]([CH2:25][CH:17]2[N:14]3[C:15](=[O:16])[CH:10]([NH:9][C:6]([CH:1]4[CH2:5][CH2:4][CH2:3][CH2:2]4)=[O:7])[CH2:11][N:12]([S:33]([C:36]4[CH:41]=[CH:40][C:39]([Cl:42])=[CH:38][C:37]=4[Cl:43])(=[O:35])=[O:34])[CH:13]3[CH2:20][N:19]([CH:21]([CH3:23])[CH3:22])[C:18]2=[O:24])=[CH:27][CH:28]=1. Given the reactants [CH:1]1([C:6](Cl)=[O:7])[CH2:5][CH2:4][CH2:3][CH2:2]1.[NH2:9][CH:10]1[C:15](=[O:16])[N:14]2[CH:17]([CH2:25][C:26]3[CH:31]=[CH:30][C:29]([Cl:32])=[CH:28][CH:27]=3)[C:18](=[O:24])[N:19]([CH:21]([CH3:23])[CH3:22])[CH2:20][CH:13]2[N:12]([S:33]([C:36]2[CH:41]=[CH:40][C:39]([Cl:42])=[CH:38][C:37]=2[Cl:43])(=[O:35])=[O:34])[CH2:11]1, predict the reaction product. (5) Given the reactants [CH2:1]([O:3][C:4](=[O:25])[CH2:5][C:6]1[C:7]([Cl:24])=[N:8][CH:9]=[C:10]([C:12]2[CH:17]=[CH:16][C:15]([C:18]([F:21])([F:20])[F:19])=[CH:14][C:13]=2[CH:22]=O)[CH:11]=1)[CH3:2].[CH2:26]([NH2:28])[CH3:27], predict the reaction product. The product is: [CH2:1]([O:3][C:4](=[O:25])[CH2:5][C:6]1[C:7]([Cl:24])=[N:8][CH:9]=[C:10]([C:12]2[CH:17]=[CH:16][C:15]([C:18]([F:19])([F:21])[F:20])=[CH:14][C:13]=2[CH2:22][NH:28][CH2:26][CH3:27])[CH:11]=1)[CH3:2]. (6) Given the reactants [Cl:1][C:2]1[CH:7]=[CH:6][C:5]([C:8]2([C:12]3[C:21]4[C:16](=[CH:17][CH:18]=[C:19]([O:22][CH2:23][CH2:24][NH:25][S:26](=[O:33])(=[O:32])[N:27]([CH2:30][CH3:31])[CH2:28][CH3:29])[CH:20]=4)[C:15]([CH3:35])([CH3:34])[CH2:14][N:13]=3)[CH2:11][CH2:10][CH2:9]2)=[CH:4][CH:3]=1.[BH4-].[Na+], predict the reaction product. The product is: [ClH:1].[Cl:1][C:2]1[CH:7]=[CH:6][C:5]([C:8]2([CH:12]3[C:21]4[C:16](=[CH:17][CH:18]=[C:19]([O:22][CH2:23][CH2:24][NH:25][S:26](=[O:32])(=[O:33])[N:27]([CH2:30][CH3:31])[CH2:28][CH3:29])[CH:20]=4)[C:15]([CH3:35])([CH3:34])[CH2:14][NH:13]3)[CH2:9][CH2:10][CH2:11]2)=[CH:4][CH:3]=1.